From a dataset of Experimentally validated miRNA-target interactions with 360,000+ pairs, plus equal number of negative samples. Binary Classification. Given a miRNA mature sequence and a target amino acid sequence, predict their likelihood of interaction. (1) The miRNA is hsa-miR-4257 with sequence CCAGAGGUGGGGACUGAG. The protein sequence of the target gene is MLSSCVRPVPTTVRFVDSLICNSSRSFMDLKALLSSLNDFASLSFAESWDNVGLLVEPSPPHTVNTLFLTNDLTEEVMEEVLQKKADLILSYHPPIFRPMKRITWNTWKERLVIRALENRVGIYSPHTAYDAAPQGVNNWLAKGLGACTSRPIHPSKAPNYPTEGNHRVEFNVNYTQDLDKVMSAVKGIDGVSVTSFSARTGNEEQTRINLNCTQKALMQVVDFLSRNKQLYQKTEILSLEKPLLLHTGMGRLCTLDESVSLATMIDRIKRHLKLSHIRLALGVGRTLESQVKVVALCAG.... Result: 1 (interaction). (2) The miRNA is hsa-miR-4251 with sequence CCUGAGAAAAGGGCCAA. The protein sequence of the target gene is MRAVLSQKTTPLPRYLWPGHLSGPRRLTWSWCSDHRTPTCRELGSPHPTPCTGPARGWPRRGGGPCGFTSAGHVLCGYPLCLLSGPIQGCGTGLGDSSMAFLSRTSPVAAASFQSRQEARGSILLQSCQLPPQWLSTEAWTGEWKQPHGGALTSRSPGPVAPQRPCHLKGWQHRPTQHNAACKQGQAAAQTPPRPGPPSAPPPPPKEGHQEGLVELPASFRELLTFFCTNATIHGAIRLVCSRGNRLKTTSWGLLSLGALVALCWQLGLLFERHWHRPVLMAVSVHSERKLLPLVTLCDG.... Result: 0 (no interaction).